This data is from Full USPTO retrosynthesis dataset with 1.9M reactions from patents (1976-2016). The task is: Predict the reactants needed to synthesize the given product. Given the product [CH:1]([O:4][C:5]1[CH:13]=[CH:12][C:8]([C:9]([OH:11])=[O:10])=[C:7]([CH3:15])[CH:6]=1)([CH3:3])[CH3:2], predict the reactants needed to synthesize it. The reactants are: [CH:1]([O:4][C:5]1[CH:13]=[CH:12][C:8]([C:9]([OH:11])=[O:10])=[CH:7][CH:6]=1)([CH3:3])[CH3:2].[Li][C:15](C)(C)C.CN(CCN(C)C)C.IC.CCOC(C)=O.